Dataset: Full USPTO retrosynthesis dataset with 1.9M reactions from patents (1976-2016). Task: Predict the reactants needed to synthesize the given product. (1) Given the product [CH:22]1([C:20]([N:17]2[CH2:18][CH2:19][C@@H:15]([CH2:14][N:13]3[C:12](=[O:25])[C:11]([CH2:26][CH3:27])=[C:10]([CH3:28])[N:9]=[C:8]3[C:5]3[CH:6]=[CH:7][C:2]([C:35]4[CH:36]=[C:37]5[C:32]([CH:31]=[CH:30][NH:29]5)=[CH:33][CH:34]=4)=[CH:3][CH:4]=3)[CH2:16]2)=[O:21])[CH2:24][CH2:23]1, predict the reactants needed to synthesize it. The reactants are: Br[C:2]1[CH:7]=[CH:6][C:5]([C:8]2[N:13]([CH2:14][C@@H:15]3[CH2:19][CH2:18][N:17]([C:20]([CH:22]4[CH2:24][CH2:23]4)=[O:21])[CH2:16]3)[C:12](=[O:25])[C:11]([CH2:26][CH3:27])=[C:10]([CH3:28])[N:9]=2)=[CH:4][CH:3]=1.[NH:29]1[C:37]2[C:32](=[CH:33][CH:34]=[C:35](B(O)O)[CH:36]=2)[CH:31]=[CH:30]1.C(=O)([O-])[O-].[K+].[K+]. (2) Given the product [Cl:26][C:23]1[CH:24]=[CH:25][C:20]([CH:1]([OH:3])[CH3:2])=[N:21][CH:22]=1, predict the reactants needed to synthesize it. The reactants are: [CH2:1]([O:3]C([Sn](CCCC)(CCCC)CCCC)=C)[CH3:2].Br[C:20]1[CH:25]=[CH:24][C:23]([Cl:26])=[CH:22][N:21]=1.Cl.[OH-].[Na+]. (3) Given the product [CH3:12][C:10]1[CH:9]=[C:4]([CH:3]=[C:2]([NH:17][C:13](=[O:16])[CH2:14][CH3:15])[N:11]=1)[C:5]([O:7][CH3:8])=[O:6], predict the reactants needed to synthesize it. The reactants are: Cl[C:2]1[CH:3]=[C:4]([CH:9]=[C:10]([CH3:12])[N:11]=1)[C:5]([O:7][CH3:8])=[O:6].[C:13]([NH2:17])(=[O:16])[CH2:14][CH3:15]. (4) Given the product [F:21][C:22]1[CH:38]=[CH:37][C:25]([C:26]([N:28]2[CH2:33][CH2:32][CH2:31][C@H:30]([C:34]3[O:35][CH:2]=[C:3]([C:5]4[N:6]([S:11]([C:14]5[CH:19]=[CH:18][C:17]([CH3:20])=[CH:16][CH:15]=5)(=[O:13])=[O:12])[CH:7]=[C:8]([F:10])[CH:9]=4)[N:36]=3)[CH2:29]2)=[O:27])=[CH:24][CH:23]=1, predict the reactants needed to synthesize it. The reactants are: Br[CH2:2][C:3]([C:5]1[N:6]([S:11]([C:14]2[CH:19]=[CH:18][C:17]([CH3:20])=[CH:16][CH:15]=2)(=[O:13])=[O:12])[CH:7]=[C:8]([F:10])[CH:9]=1)=O.[F:21][C:22]1[CH:38]=[CH:37][C:25]([C:26]([N:28]2[CH2:33][CH2:32][CH2:31][C@H:30]([C:34]([NH2:36])=[O:35])[CH2:29]2)=[O:27])=[CH:24][CH:23]=1.C(N(CC)CC)C.FC1C=CC(C(Cl)=O)=CC=1. (5) Given the product [ClH:28].[ClH:28].[N:1]1[N:2]=[C:3]([C:10]2[CH:19]=[CH:18][C:17]3[C:12](=[C:13]([O:20][C@H:21]4[CH2:26][CH2:25][NH:24][CH2:23][C@H:22]4[F:27])[CH:14]=[CH:15][CH:16]=3)[N:11]=2)[N:4]2[CH:9]=[CH:8][CH:7]=[CH:6][C:5]=12, predict the reactants needed to synthesize it. The reactants are: [N:1]1[N:2]=[C:3]([C:10]2[CH:19]=[CH:18][C:17]3[C:12](=[C:13]([O:20][C@H:21]4[CH2:26][CH2:25][NH:24][CH2:23][C@H:22]4[F:27])[CH:14]=[CH:15][CH:16]=3)[N:11]=2)[N:4]2[CH:9]=[CH:8][CH:7]=[CH:6][C:5]=12.[ClH:28].O1CCOCC1. (6) Given the product [OH:18][C:16]1[CH:15]=[C:10]2[CH:11]=[CH:12][CH:13]=[CH:14][N:9]2[N:1]=1, predict the reactants needed to synthesize it. The reactants are: [NH2:1]OS(O)(=O)=O.[OH-].[K+].[N:9]1[CH:14]=[CH:13][CH:12]=[CH:11][C:10]=1[CH2:15][C:16]([O:18]CC)=O. (7) The reactants are: C[Si](C)(C)CC[O:5][C:6](=[O:37])[C:7]1[CH:12]=[C:11]([C:13]2[CH:14]=[N:15][C:16]([C:21]([F:24])([F:23])[F:22])=[CH:17][C:18]=2[C:19]#[N:20])[C:10]([Cl:25])=[CH:9][C:8]=1[O:26][CH2:27][CH2:28][CH2:29][C:30]([O:32][C:33]([CH3:36])([CH3:35])[CH3:34])=[O:31].[F-].C([N+](CCCC)(CCCC)CCCC)CCC. Given the product [C:33]([O:32][C:30]([CH2:29][CH2:28][CH2:27][O:26][C:8]1[CH:9]=[C:10]([Cl:25])[C:11]([C:13]2[CH:14]=[N:15][C:16]([C:21]([F:23])([F:24])[F:22])=[CH:17][C:18]=2[C:19]#[N:20])=[CH:12][C:7]=1[C:6]([OH:37])=[O:5])=[O:31])([CH3:36])([CH3:34])[CH3:35], predict the reactants needed to synthesize it.